From a dataset of Catalyst prediction with 721,799 reactions and 888 catalyst types from USPTO. Predict which catalyst facilitates the given reaction. (1) Reactant: [C:1]([O:5][C:6]([NH:8][CH2:9][CH2:10][CH2:11][CH2:12][CH2:13][S:14]([N:17]([C:19]1[N:28]=[C:27]([C:29]([O:31][CH3:32])=[O:30])[C:26]([O:33]S(C2C=CC(C)=CC=2)(=O)=O)=[C:25]2[C:20]=1[CH:21]=[CH:22][CH:23]=[N:24]2)[CH3:18])(=[O:16])=[O:15])=[O:7])([CH3:4])([CH3:3])[CH3:2].C[O-].[Na+].CO.C(O)(=O)C. Product: [C:1]([O:5][C:6]([NH:8][CH2:9][CH2:10][CH2:11][CH2:12][CH2:13][S:14]([N:17]([C:19]1[N:28]=[C:27]([C:29]([O:31][CH3:32])=[O:30])[C:26]([OH:33])=[C:25]2[C:20]=1[CH:21]=[CH:22][CH:23]=[N:24]2)[CH3:18])(=[O:16])=[O:15])=[O:7])([CH3:4])([CH3:3])[CH3:2]. The catalyst class is: 18. (2) Reactant: Cl[C:2]1[N:7]=[C:6]([NH:8][C:9]2[S:10][CH:11]=[C:12]([CH3:14])[CH:13]=2)[C:5]([C:15]([OH:17])=O)=[CH:4][N:3]=1.[CH:18]1[CH:23]=[C:22]2[N:24]=[N:25][N:26]([OH:27])[C:21]2=[CH:20][CH:19]=1.O.C(Cl)CCl.[NH3:33]. Product: [N:26]1([O:27][C:2]2[N:7]=[C:6]([NH:8][C:9]3[S:10][CH:11]=[C:12]([CH3:14])[CH:13]=3)[C:5]([C:15]([NH2:33])=[O:17])=[CH:4][N:3]=2)[C:21]2[CH:20]=[CH:19][CH:18]=[CH:23][C:22]=2[N:24]=[N:25]1. The catalyst class is: 173. (3) Reactant: O=C1C2C(=CC=CC=2)C(=O)[N:3]1[C:12]1[N:13]=[N:14][N:15]([CH2:17][CH2:18][CH2:19][CH2:20][N:21]2[CH:25]=[C:24]([C:26]([NH:28][CH2:29][C:30]3[CH:35]=[CH:34][CH:33]=[CH:32][N:31]=3)=[O:27])[N:23]=[N:22]2)[CH:16]=1.O.NN. Product: [NH2:3][C:12]1[N:13]=[N:14][N:15]([CH2:17][CH2:18][CH2:19][CH2:20][N:21]2[CH:25]=[C:24]([C:26]([NH:28][CH2:29][C:30]3[CH:35]=[CH:34][CH:33]=[CH:32][N:31]=3)=[O:27])[N:23]=[N:22]2)[CH:16]=1. The catalyst class is: 5. (4) Product: [ClH:1].[F:2][C:3]1[CH:4]=[CH:5][C:6]([CH2:9][O:10][C:11]2[CH:12]=[N:13][N:14]([C:18]3[CH:19]=[CH:20][C:21]4[C:30]5[CH2:29][CH2:28][NH:27][CH2:26][CH2:25][C:24]=5[N:23]([CH3:38])[C:22]=4[N:39]=3)[C:15](=[O:17])[CH:16]=2)=[N:7][CH:8]=1. Reactant: [ClH:1].[F:2][C:3]1[CH:4]=[CH:5][C:6]([CH2:9][O:10][C:11]2[CH:12]=[N:13][N:14]([C:18]3[CH:19]=[CH:20][C:21]4[C:30]5[CH2:29][CH2:28][N:27](C(OC(C)(C)C)=O)[CH2:26][CH2:25][C:24]=5[N:23]([CH3:38])[C:22]=4[N:39]=3)[C:15](=[O:17])[CH:16]=2)=[N:7][CH:8]=1. The catalyst class is: 275. (5) Reactant: [Cl:1][C:2]1[CH:7]=[CH:6][N:5]=[C:4]([CH:8]([CH:10]2[CH2:12][CH2:11]2)[OH:9])[C:3]=1[CH3:13]. Product: [Cl:1][C:2]1[CH:7]=[CH:6][N:5]=[C:4]([C:8]([CH:10]2[CH2:11][CH2:12]2)=[O:9])[C:3]=1[CH3:13]. The catalyst class is: 485. (6) Reactant: [CH2:1]([CH2:3][NH2:4])[OH:2].OCC(CO)O.C(=O)([O-])[O-].[K+].[K+].[C:17]([O:21][C:22]([N:24]1[CH2:29][CH2:28][N:27]([C:30]2[CH:35]=[CH:34][C:33]([C:36]#N)=[CH:32][CH:31]=2)[CH2:26][CH2:25]1)=[O:23])([CH3:20])([CH3:19])[CH3:18]. Product: [C:17]([O:21][C:22]([N:24]1[CH2:29][CH2:28][N:27]([C:30]2[CH:35]=[CH:34][C:33]([C:36]3[O:2][CH2:1][CH2:3][N:4]=3)=[CH:32][CH:31]=2)[CH2:26][CH2:25]1)=[O:23])([CH3:20])([CH3:19])[CH3:18]. The catalyst class is: 196.